Dataset: Full USPTO retrosynthesis dataset with 1.9M reactions from patents (1976-2016). Task: Predict the reactants needed to synthesize the given product. (1) The reactants are: Cl[C:2]1[C:3]([C:16]2[CH:21]=[CH:20][CH:19]=[CH:18][CH:17]=2)=[N:4][C:5]2[C:10]([N:11]=1)=[CH:9][C:8]([C:12]([O:14][CH3:15])=[O:13])=[CH:7][CH:6]=2.[Br:22][C:23]1[CH:28]=[CH:27][CH:26]=[CH:25][C:24]=1[CH2:29][CH2:30][CH2:31][NH2:32].C(=O)([O-])[O-].[K+].[K+]. Given the product [Br:22][C:23]1[CH:28]=[CH:27][CH:26]=[CH:25][C:24]=1[CH2:29][CH2:30][CH2:31][NH:32][C:2]1[C:3]([C:16]2[CH:21]=[CH:20][CH:19]=[CH:18][CH:17]=2)=[N:4][C:5]2[C:10]([N:11]=1)=[CH:9][C:8]([C:12]([O:14][CH3:15])=[O:13])=[CH:7][CH:6]=2, predict the reactants needed to synthesize it. (2) Given the product [O:23]1[C:28]2[CH:29]=[CH:30][C:31]([CH2:35][NH:37][C:5]3[N:10]=[CH:9][N:8]=[C:7]4[N:11]([C:14]5[CH:19]=[C:18]([CH3:20])[CH:17]=[C:16]([CH3:21])[CH:15]=5)[N:12]=[CH:13][C:6]=34)=[CH:32][C:27]=2[O:26][CH2:25][CH2:24]1, predict the reactants needed to synthesize it. The reactants are: C(O)C.Cl[C:5]1[N:10]=[CH:9][N:8]=[C:7]2[N:11]([C:14]3[CH:19]=[C:18]([CH3:20])[CH:17]=[C:16]([CH3:21])[CH:15]=3)[N:12]=[CH:13][C:6]=12.Cl.[O:23]1[C:28]2[CH:29]=[CH:30][C:31](NC)=[CH:32][C:27]=2[O:26][CH2:25][CH2:24]1.[CH2:35]([N:37](CC)CC)C. (3) Given the product [NH2:3][OH:1].[F:6][C:7]1[CH:8]=[CH:9][C:10]([N:13]([CH2:23][C:24]2[CH:33]=[CH:32][C:27]([C:28]([NH:3][OH:1])=[O:30])=[CH:26][CH:25]=2)[C:14]2[S:18][N:17]=[C:16]([C:19]([F:20])([F:21])[F:22])[N:15]=2)=[N:11][CH:12]=1, predict the reactants needed to synthesize it. The reactants are: [OH-:1].[K+].[NH2:3]O.Cl.[F:6][C:7]1[CH:8]=[CH:9][C:10]([N:13]([CH2:23][C:24]2[CH:33]=[CH:32][C:27]([C:28]([O:30]C)=O)=[CH:26][CH:25]=2)[C:14]2[S:18][N:17]=[C:16]([C:19]([F:22])([F:21])[F:20])[N:15]=2)=[N:11][CH:12]=1. (4) The reactants are: [C:1]([O:5][C:6]([N:8]1[CH2:13][CH2:12][C@@H:11]([C:14]([O:16]CC)=[O:15])[C@H:10]([C:19]2[CH:24]=[CH:23][C:22]([Cl:25])=[C:21]([Cl:26])[CH:20]=2)[CH2:9]1)=[O:7])([CH3:4])([CH3:3])[CH3:2].[OH-].[Na+].C(O)(=O)CC(CC(O)=O)(C(O)=O)O. Given the product [C:1]([O:5][C:6]([N:8]1[CH2:13][CH2:12][C@@H:11]([C:14]([OH:16])=[O:15])[C@H:10]([C:19]2[CH:24]=[CH:23][C:22]([Cl:25])=[C:21]([Cl:26])[CH:20]=2)[CH2:9]1)=[O:7])([CH3:4])([CH3:2])[CH3:3], predict the reactants needed to synthesize it. (5) Given the product [CH3:9][O:10][C:11]1[CH:12]=[C:13]([NH:23][C:24]2[N:26]=[C:31]([C:32]([O:34][CH2:35][CH3:36])=[O:33])[C:30]([CH3:38])=[CH:29][N:25]=2)[CH:14]=[CH:15][C:16]=1[N:17]1[CH:21]=[C:20]([CH3:22])[N:19]=[CH:18]1, predict the reactants needed to synthesize it. The reactants are: [N+]([O-])(O)=O.[N+]([O-])(O)=O.[CH3:9][O:10][C:11]1[CH:12]=[C:13]([NH:23][C:24]([NH2:26])=[NH:25])[CH:14]=[CH:15][C:16]=1[N:17]1[CH:21]=[C:20]([CH3:22])[N:19]=[CH:18]1.CN(C)[CH:29]=[C:30]([CH3:38])[C:31](=O)[C:32]([O:34][CH2:35][CH3:36])=[O:33]. (6) Given the product [Cl:1][C:2]1[C:3]2[C:10]([I:11])=[CH:9][N:8]([C@H:12]3[CH2:17][CH2:16][C@H:15]([N:23]4[CH2:24][CH2:25][N:20]([CH3:19])[CH2:21][CH2:22]4)[CH2:14][CH2:13]3)[C:4]=2[N:5]=[CH:6][N:7]=1, predict the reactants needed to synthesize it. The reactants are: [Cl:1][C:2]1[C:3]2[C:10]([I:11])=[CH:9][N:8]([CH:12]3[CH2:17][CH2:16][C:15](=O)[CH2:14][CH2:13]3)[C:4]=2[N:5]=[CH:6][N:7]=1.[CH3:19][N:20]1[CH2:25][CH2:24][NH:23][CH2:22][CH2:21]1.C(O)(=O)C.COC(OC)OC.C(O[BH-](OC(=O)C)OC(=O)C)(=O)C.[Na+]. (7) Given the product [O:1]1[C:5]2[CH:6]=[CH:7][CH:8]=[CH:9][C:4]=2[O:3][CH:2]1[CH2:10][OH:11], predict the reactants needed to synthesize it. The reactants are: [O:1]1[C:5]2[CH:6]=[CH:7][CH:8]=[CH:9][C:4]=2[O:3][CH:2]1[C:10](OC)=[O:11].[H-].[H-].[H-].[H-].[Li+].[Al+3]. (8) Given the product [CH3:9][O:8][C:7]1[C:2]([NH:20][S:17]([C:15]2[S:16][C:12]([Cl:11])=[CH:13][CH:14]=2)(=[O:19])=[O:18])=[N:3][C:4]([CH3:10])=[N:5][CH:6]=1, predict the reactants needed to synthesize it. The reactants are: Cl[C:2]1[C:7]([O:8][CH3:9])=[CH:6][N:5]=[C:4]([CH3:10])[N:3]=1.[Cl:11][C:12]1[S:16][C:15]([S:17]([NH2:20])(=[O:19])=[O:18])=[CH:14][CH:13]=1. (9) Given the product [Cl:30][C:31]1[CH:32]=[CH:33][C:34]([N:37]([C@H:41]2[C:50]3[C:45](=[CH:46][CH:47]=[CH:48][CH:49]=3)[N:44]([C:51](=[O:59])[C:52]3[CH:57]=[CH:56][C:55]([O:1][CH2:2][CH2:3][CH2:4][N:5]4[CH2:9][CH2:8][CH2:7][C:6]4=[O:10])=[CH:54][CH:53]=3)[C@@H:43]([CH3:60])[CH2:42]2)[C:38](=[O:40])[CH3:39])=[CH:35][CH:36]=1, predict the reactants needed to synthesize it. The reactants are: [OH:1][CH2:2][CH2:3][CH2:4][N:5]1[CH2:9][CH2:8][CH2:7][C:6]1=[O:10].C1C=CC(P(C2C=CC=CC=2)C2C=CC=CC=2)=CC=1.[Cl:30][C:31]1[CH:36]=[CH:35][C:34]([N:37]([C@H:41]2[C:50]3[C:45](=[CH:46][CH:47]=[CH:48][CH:49]=3)[N:44]([C:51](=[O:59])[C:52]3[CH:57]=[CH:56][C:55](O)=[CH:54][CH:53]=3)[C@@H:43]([CH3:60])[CH2:42]2)[C:38](=[O:40])[CH3:39])=[CH:33][CH:32]=1.CCOC(/N=N/C(OCC)=O)=O.